Dataset: Experimentally validated miRNA-target interactions with 360,000+ pairs, plus equal number of negative samples. Task: Binary Classification. Given a miRNA mature sequence and a target amino acid sequence, predict their likelihood of interaction. (1) The miRNA is hsa-miR-142-5p with sequence CAUAAAGUAGAAAGCACUACU. The protein sequence of the target gene is MLCGRPRSSSDNRNFLRERAGLSSAAVQTRIGNSAASRRSPAARPPVPAPPALPRGRPGTEGSTSLSAPAVLVVAVAVVVVVVSAVAWAMANYIHVPPGSPEVPKLNVTVQDQEEHRCREGALSLLQHLRPHWDPQEVTLQLFTDGITNKLIGCYVGNTMEDVVLVRIYGNKTELLVDRDEEVKSFRVLQAHGCAPQLYCTFNNGLCYEFIQGEALDPKHVCNPAIFRLIARQLAKIHAIHAHNGWIPKSNLWLKMGKYFSLIPTGFADEDINKRFLSDIPSSQILQEEMTWMKEILSNL.... Result: 1 (interaction). (2) The protein sequence of the target gene is MRPLLGLLLVFAGCTFALYLLSTRLPRGRRLGSTEEAGGRSLWFPSDLAELRELSEVLREYRKEHQAYVFLLFCGAYLYKQGFAIPGSSFLNVLAGALFGPWLGLLLCCVLTSVGATCCYLLSSIFGKQLVVSYFPDKVALLQRKVEENRNSLFFFLLFLRLFPMTPNWFLNLSAPILNIPIVQFFFSVLIGLIPYNFICVQTGSILSTLTSLDALFSWDTVFKLLAIAMVALIPGTLIKKFSQKHLQLNETSTANHIHSRKDT. Result: 0 (no interaction). The miRNA is hsa-miR-6788-3p with sequence UUCGCCACUUCCCUCCCUGCAG. (3) The miRNA is mmu-miR-3104-3p with sequence ACGCUCUGCUUUGCUCCCCCAGA. The protein sequence of the target gene is MKSLLNAFTKKEVPFREAPAYSNRRRRPPNTLAAPRVLLRSNSDNNLNAGAPEWAVCSAATSHRSLSPQLLQQTPSKPDGATKSLGSYTPGPRSRSPSLNRLGGTAEDGKRTQPHWHVGSPFTPGANKDSLSTFEYPGPRRKLYSAVPGRLFVAVKPYQPQVDGEIPLHRGDRVKVLSIGEGGFWEGSARGHIGWFPAECVEEVQCKPRDSQAETRADRSKKLFRHYTVGSYDSFDAASDCIIEDKTVVLQKKDNEGFGFVLRGAKADTPIEEFTPTPAFPALQYLESVDEGGVAWQAGL.... Result: 0 (no interaction). (4) The miRNA is mmu-miR-1954 with sequence ACUGCAGAGUGAGACCCUGUU. The protein sequence of the target gene is MSVKPSWGPGPSEGVTAVPTSDLGEIHNWTELLDLFNHTLSECHVELSQSTKRVVLFALYLAMFVVGLVENLLVICVNWRGSGRAGLMNLYILNMAIADLGIVLSLPVWMLEVTLDYTWLWGSFSCRFTHYFYFVNMYSSIFFLVCLSVDRYVTLTSASPSWQRYQHRVRRAMCAGIWVLSAIIPLPEVVHIQLVEGPEPMCLFMAPFETYSTWALAVALSTTILGFLLPFPLITVFNVLTACRLRQPGQPKSRRHCLLLCAYVAVFVMCWLPYHVTLLLLTLHGTHISLHCHLVHLLYF.... Result: 0 (no interaction). (5) The miRNA is hsa-miR-302c-3p with sequence UAAGUGCUUCCAUGUUUCAGUGG. The protein sequence of the target gene is MDTGDTALGQKATSRSGETDKASGRWRQEQSAVIKMSTFGSHEGQRQPQIEPEQIGNTASAQLFGSGKLASPSEVVQQVAEKQYPPHRPSPYSCQHSLSFPQHSLPQGVMHSTKPHQSLEGPPWLFPGPLPSVASEDLFPFPIHGHSGGYPRKKISSLNPAYSQYSQKSIEQAEEAHKKEHKPKKPGKYICPYCSRACAKPSVLKKHIRSHTGERPYPCIPCGFSFKTKSNLYKHRKSHAHAIKAGLVPFTESAVSKLDLEAGFIDVEAEIHSDGEQSTDTDEESSLFAEASDKMSPGPP.... Result: 1 (interaction). (6) The miRNA is mmu-let-7i-5p with sequence UGAGGUAGUAGUUUGUGCUGUU. The protein sequence of the target gene is MALLTAAARLLGTKNASCLVLAARHASASSTNLKDILADLIPKEQARIKTFRQQHGKTVVGQITVDMMYGGMRGMKGLVYETSVLDPDEGIRFRGFSIPECQKLLPKAKGGEEPLPEGLFWLLVTGHIPTEEQVSWLSKEWAKRAALPSHVVTMLDNFPTNLHPMSQLSAAVTALNSESNFARAYAQGISRTKYWELIYEDSMDLIAKLPCVAAKIYRNLYREGSGIGAIDSNLDWSHNFTNMLGYTDHQFTELTRLYLTIHSDHEGGNVSAHTSHLVGSALSDPYLSFAAAMNGLAGPL.... Result: 0 (no interaction). (7) The protein sequence of the target gene is MSFIFEWIYNGFSSVLQFLGLYKKSGKLVFLGLDNAGKTTLLHMLKDDRLGQHVPTLHPTSEELTIAGMTFTTFDLGGHEQARRVWKNYLPAINGIVFLVDCADHSRLVESKVELNALMTDETISNVPILILGNKIDRTDAISEEKLREIFGLYGQTTGKGNVTLKELNARPMEVFMCSVLKRQGYGEGFRWLSQYID. Result: 0 (no interaction). The miRNA is hsa-miR-6746-5p with sequence CCGGGAGAAGGAGGUGGCCUGG. (8) The miRNA is hsa-miR-4268 with sequence GGCUCCUCCUCUCAGGAUGUG. The protein sequence of the target gene is MHRDAWLPRPAFSLTGLSLFFSLVPSGRSMEVTVPTTLSVLNGSDTRLPCTFNSCYTVNHKQFSLNWTYQECSNCSEEMFLQFRMKIINLKLERFGDRVEFSGNPSKYDVSVTLKNVQLEDEGIYNCYITNPPDRHRGHGKIYLQVLLEVPPERDSTVAVIVGASVGGFLAVVILVLMVVKCVRRKKEQKLSTDDLKTEEEGKTDGEGNAEDGAK. Result: 0 (no interaction).